From a dataset of Aqueous solubility values for 9,982 compounds from the AqSolDB database. Regression/Classification. Given a drug SMILES string, predict its absorption, distribution, metabolism, or excretion properties. Task type varies by dataset: regression for continuous measurements (e.g., permeability, clearance, half-life) or binary classification for categorical outcomes (e.g., BBB penetration, CYP inhibition). For this dataset (solubility_aqsoldb), we predict Y. (1) The molecule is CC/C=C/CCOC(=O)OC. The Y is -3.07 log mol/L. (2) The compound is O=S(=O)([O-])CCN1CCN(CCS(=O)(=O)O)CC1.[Na+]. The Y is -2.75 log mol/L.